Dataset: Peptide-MHC class II binding affinity with 134,281 pairs from IEDB. Task: Regression. Given a peptide amino acid sequence and an MHC pseudo amino acid sequence, predict their binding affinity value. This is MHC class II binding data. (1) The peptide sequence is KLNNQFGSVPALTIA. The MHC is DRB1_0405 with pseudo-sequence DRB1_0405. The binding affinity (normalized) is 0.797. (2) The peptide sequence is VKLRRSSAAQVDGFY. The MHC is DRB1_1001 with pseudo-sequence DRB1_1001. The binding affinity (normalized) is 0.562. (3) The peptide sequence is QVAQYKALPVVLENA. The MHC is DRB1_1602 with pseudo-sequence DRB1_1602. The binding affinity (normalized) is 0.573. (4) The peptide sequence is LGGLWKTVSPHLSPI. The binding affinity (normalized) is 0.202. The MHC is DRB1_0701 with pseudo-sequence DRB1_0701. (5) The peptide sequence is TTPFGQQRVFKEKVD. The MHC is HLA-DQA10303-DQB10402 with pseudo-sequence HLA-DQA10303-DQB10402. The binding affinity (normalized) is 0. (6) The peptide sequence is MSQIMYNYPAMMAHA. The MHC is DRB1_0301 with pseudo-sequence DRB1_0301. The binding affinity (normalized) is 0.528. (7) The peptide sequence is HGGTWVSATLEQDKC. The MHC is DRB1_0701 with pseudo-sequence DRB1_0701. The binding affinity (normalized) is 0.308. (8) The peptide sequence is LQFAKLTGFTLMGKG. The MHC is HLA-DQA10102-DQB10602 with pseudo-sequence HLA-DQA10102-DQB10602. The binding affinity (normalized) is 0.781. (9) The binding affinity (normalized) is 0. The peptide sequence is CAVVIIGVLHQNFKD. The MHC is DRB5_0101 with pseudo-sequence DRB5_0101.